Dataset: Forward reaction prediction with 1.9M reactions from USPTO patents (1976-2016). Task: Predict the product of the given reaction. (1) Given the reactants [N+:1]([C:4]1[CH:5]=[C:6]([C:10]2[N:11]=[C:12]([C:15]3[C:16]([NH2:21])=[N:17][CH:18]=[N:19][CH:20]=3)[S:13][CH:14]=2)[CH:7]=[CH:8][CH:9]=1)([O-])=O, predict the reaction product. The product is: [NH2:1][C:4]1[CH:5]=[C:6]([C:10]2[N:11]=[C:12]([C:15]3[C:16]([NH2:21])=[N:17][CH:18]=[N:19][CH:20]=3)[S:13][CH:14]=2)[CH:7]=[CH:8][CH:9]=1. (2) The product is: [CH:21]1([C:24]([C:25]2[C:11]([C:13]3[CH:18]=[CH:17][C:16]([Cl:19])=[C:15]([Cl:20])[CH:14]=3)=[C:3]3[C:4]4[CH2:10][CH2:9][CH2:8][CH2:7][C:5]=4[S:6][C:2]3=[N:1][C:26]=2[CH3:27])=[O:29])[CH2:23][CH2:22]1. Given the reactants [NH2:1][C:2]1[S:6][C:5]2[CH2:7][CH2:8][CH2:9][CH2:10][C:4]=2[C:3]=1[C:11]([C:13]1[CH:18]=[CH:17][C:16]([Cl:19])=[C:15]([Cl:20])[CH:14]=1)=O.[CH:21]1([C:24](=[O:29])[CH2:25][C:26](=O)[CH3:27])[CH2:23][CH2:22]1, predict the reaction product. (3) The product is: [NH2:18][C:10]1[O:11][C@H:12]([C:14]([F:17])([F:16])[F:15])[CH2:13][C@:8]([C:6]2[CH:7]=[C:2]([NH:1][C:30](=[O:31])[C:27]3[CH:26]=[CH:25][C:24]([C:22]#[N:23])=[CH:29][N:28]=3)[CH:3]=[C:4]([Cl:21])[C:5]=2[F:20])([CH3:19])[N:9]=1. Given the reactants [NH2:1][C:2]1[CH:3]=[C:4]([Cl:21])[C:5]([F:20])=[C:6]([C@:8]2([CH3:19])[CH2:13][C@@H:12]([C:14]([F:17])([F:16])[F:15])[O:11][C:10]([NH2:18])=[N:9]2)[CH:7]=1.[C:22]([C:24]1[CH:25]=[CH:26][C:27]([C:30](O)=[O:31])=[N:28][CH:29]=1)#[N:23].C(P1(=O)OP(=O)(CCC)OP(=O)(CCC)O1)CC, predict the reaction product. (4) Given the reactants [NH2:1][CH2:2][CH2:3][S:4][S:5][CH2:6][CH2:7][NH2:8].C(N([CH2:14][CH3:15])CC)C.[C:16](Cl)(=[O:34])[CH2:17][CH2:18][CH2:19][CH2:20][CH2:21][CH2:22][CH2:23][CH2:24][CH2:25][CH2:26][CH2:27][CH2:28][CH2:29][CH2:30][CH2:31][CH2:32][CH3:33], predict the reaction product. The product is: [C:16]([NH:1][CH2:2][CH2:3][S:4][S:5][CH2:6][CH2:7][NH:8][C:16](=[O:34])[CH2:17][CH2:18][CH2:19][CH2:20][CH2:21][CH2:22][CH2:23][CH2:24][CH2:25][CH2:26][CH2:27][CH2:28][CH2:29][CH2:30][CH2:31][CH2:14][CH3:15])(=[O:34])[CH2:17][CH2:18][CH2:19][CH2:20][CH2:21][CH2:22][CH2:23][CH2:24][CH2:25][CH2:26][CH2:27][CH2:28][CH2:29][CH2:30][CH2:31][CH2:32][CH3:33]. (5) Given the reactants [O:1]1[C:10]2[CH:9]=[C:8]([CH2:11][NH:12][CH:13]3[CH2:18][CH2:17][N:16]([CH2:19][CH2:20][N:21]4[C:30]5[C:25](=[N:26][CH:27]=[C:28]([O:31][CH3:32])[CH:29]=5)[CH:24]=[CH:23][C:22]4=[O:33])[CH:15]([CH3:34])[CH2:14]3)[N:7]=[CH:6][C:5]=2[O:4][CH2:3][CH2:2]1.[ClH:35].C(OCC)(=O)C, predict the reaction product. The product is: [ClH:35].[O:1]1[C:10]2[CH:9]=[C:8]([CH2:11][NH:12][CH:13]3[CH2:18][CH2:17][N:16]([CH2:19][CH2:20][N:21]4[C:30]5[C:25](=[N:26][CH:27]=[C:28]([O:31][CH3:32])[CH:29]=5)[CH:24]=[CH:23][C:22]4=[O:33])[CH:15]([CH3:34])[CH2:14]3)[N:7]=[CH:6][C:5]=2[O:4][CH2:3][CH2:2]1.